Task: Binary Classification. Given a drug SMILES string, predict its activity (active/inactive) in a high-throughput screening assay against a specified biological target.. Dataset: Cav3 T-type calcium channel HTS with 100,875 compounds (1) The compound is S(=O)(=O)(N)c1ccc(CCNC(=O)CSc2ccccc2)cc1. The result is 0 (inactive). (2) The drug is O=C(NCc1cc2c(n(c(c2)C)C)cc1)C(CC)CC. The result is 0 (inactive). (3) The drug is O1C(C(NC(=O)CCC(=O)NC(C2Oc3c(OC2)cccc3)C)C)COc2c1cccc2. The result is 1 (active). (4) The drug is S=C(N(C1CCCC1)CCc1[nH]c2c(n1)cccc2)NC1CCCCC1. The result is 1 (active). (5) The molecule is O1CCN(CC1)c1nc(N(c2ccccc2)c2ccccc2)nc(n1)NCC. The result is 0 (inactive).